This data is from Reaction yield outcomes from USPTO patents with 853,638 reactions. The task is: Predict the reaction yield, written as a fraction of the theoretical maximum amount of product (1.0 means a 100% yield; for example, 0.34 means a 34% yield). (1) The reactants are [CH2:1]([N:3]([CH2:37][CH3:38])[CH2:4][CH2:5][CH2:6][NH:7][C:8]1[N:9]=[C:10]([C:27]2[CH:28]=[C:29]([CH:33]=[CH:34][C:35]=2[CH3:36])[C:30]([OH:32])=O)[C:11]2[CH:17]=[CH:16][C:15](=[O:18])[N:14]([C:19]3[C:24]([F:25])=[CH:23][CH:22]=[CH:21][C:20]=3[F:26])[C:12]=2[N:13]=1)[CH3:2].CN(C(ON1N=NC2C=CC=CC1=2)=[N+](C)C)C.F[P-](F)(F)(F)(F)F.C(N(CC)CC)C.Cl.[NH2:71][CH2:72][CH2:73][C:74]#[N:75]. The catalyst is CN(C=O)C. The product is [C:72]([CH2:73][CH2:74][NH:75][C:30](=[O:32])[C:29]1[CH:33]=[CH:34][C:35]([CH3:36])=[C:27]([C:10]2[C:11]3[CH:17]=[CH:16][C:15](=[O:18])[N:14]([C:19]4[C:24]([F:25])=[CH:23][CH:22]=[CH:21][C:20]=4[F:26])[C:12]=3[N:13]=[C:8]([NH:7][CH2:6][CH2:5][CH2:4][N:3]([CH2:1][CH3:2])[CH2:37][CH3:38])[N:9]=2)[CH:28]=1)#[N:71]. The yield is 0.210. (2) The reactants are C(Cl)(=O)C(Cl)=O.CS(C)=O.[OH:11][CH:12]([C:21]1[CH:22]=[C:23]2[C:27](=[CH:28][CH:29]=1)[N:26]([CH2:30][O:31][CH2:32][CH2:33][Si:34]([CH3:37])([CH3:36])[CH3:35])[CH:25]=[CH:24]2)[C:13]1[CH:20]=[CH:19][CH:18]=[CH:17][C:14]=1[C:15]#[N:16].C(N(CC)CC)C. The catalyst is ClCCl. The product is [CH3:35][Si:34]([CH3:37])([CH3:36])[CH2:33][CH2:32][O:31][CH2:30][N:26]1[C:27]2[C:23](=[CH:22][C:21]([C:12]([C:13]3[CH:20]=[CH:19][CH:18]=[CH:17][C:14]=3[C:15]#[N:16])=[O:11])=[CH:29][CH:28]=2)[CH:24]=[CH:25]1. The yield is 0.580. (3) The reactants are [C:1]([C:5]1[CH:6]=[C:7]2[C:11](=[CH:12][C:13]=1[N+:14]([O-])=O)[NH:10][CH:9]=[CH:8]2)([CH3:4])([CH3:3])[CH3:2]. The catalyst is CO.[Ni]. The product is [C:1]([C:5]1[CH:6]=[C:7]2[C:11](=[CH:12][C:13]=1[NH2:14])[NH:10][CH:9]=[CH:8]2)([CH3:4])([CH3:2])[CH3:3]. The yield is 0.870. (4) The reactants are Cl.Cl.[NH2:3][CH2:4][C@@:5]1([OH:13])[CH:10]2[CH2:11][CH2:12][N:7]([CH2:8][CH2:9]2)[CH2:6]1.C([O-])([O-])=O.[Cs+].[Cs+].[N:20]([C:23]1[N:28]=[CH:27][N:26]=[C:25]([C:29]2[CH:30]=[N:31][C:32]([O:35][CH3:36])=[N:33][CH:34]=2)[CH:24]=1)=[C:21]=S.C(N=C=NC(C)C)(C)C. The catalyst is CN(C)C=O. The product is [CH3:36][O:35][C:32]1[N:33]=[CH:34][C:29]([C:25]2[CH:24]=[C:23]([NH:20][C:21]3[O:13][C@:5]4([CH2:4][N:3]=3)[CH:10]3[CH2:9][CH2:8][N:7]([CH2:12][CH2:11]3)[CH2:6]4)[N:28]=[CH:27][N:26]=2)=[CH:30][N:31]=1. The yield is 0.460. (5) The reactants are [Cl:1][C:2]1[CH:11]=[CH:10][CH:9]=[C:8]2[C:3]=1[CH:4]=[CH:5][CH:6]=[N:7]2.[N+:12]([O-])([O-:14])=[O:13].[K+].OS(O)(=O)=O. No catalyst specified. The product is [Cl:1][C:2]1[CH:11]=[CH:10][C:9]([N+:12]([O-:14])=[O:13])=[C:8]2[C:3]=1[CH:4]=[CH:5][CH:6]=[N:7]2. The yield is 0.730. (6) The reactants are [NH2:1][C:2]1[CH:7]=[CH:6][C:5]([C:8]2[C:9]([NH2:24])=[N:10][C:11]([NH2:23])=[N:12][C:13]=2[CH2:14][O:15][CH2:16][CH2:17][O:18][CH2:19][CH2:20][CH2:21][CH3:22])=[CH:4][CH:3]=1.[Cl:25][C:26]1[CH:33]=[CH:32][C:29]([CH:30]=O)=[CH:28][CH:27]=1.C(O)(=O)C.[BH3-]C#N.[Na+]. The catalyst is CO. The product is [CH2:19]([O:18][CH2:17][CH2:16][O:15][CH2:14][C:13]1[N:12]=[C:11]([NH2:23])[N:10]=[C:9]([NH2:24])[C:8]=1[C:5]1[CH:6]=[CH:7][C:2]([NH:1][CH2:30][C:29]2[CH:32]=[CH:33][C:26]([Cl:25])=[CH:27][CH:28]=2)=[CH:3][CH:4]=1)[CH2:20][CH2:21][CH3:22]. The yield is 0.0600. (7) The product is [CH2:1]([C:5]1[N:10]([CH2:15][C:16]2[CH:17]=[CH:18][C:19]([C:22]3[C:23]([C:28]#[N:29])=[CH:24][CH:25]=[CH:26][CH:27]=3)=[CH:20][CH:21]=2)[C:9](=[O:11])[CH:8]=[C:7]([CH2:12][CH3:13])[N:6]=1)[CH2:2][CH2:3][CH3:4]. The reactants are [CH2:1]([C:5]1[NH:10][C:9](=[O:11])[CH:8]=[C:7]([CH2:12][CH3:13])[N:6]=1)[CH2:2][CH2:3][CH3:4].Br[CH2:15][C:16]1[CH:21]=[CH:20][C:19]([C:22]2[C:23]([C:28]#[N:29])=[CH:24][CH:25]=[CH:26][CH:27]=2)=[CH:18][CH:17]=1.C(=O)([O-])[O-].[K+].[K+]. The yield is 0.250. The catalyst is C(#N)C. (8) The reactants are Br[C:2]1[S:6][C:5]([NH:7][C:8]([NH:10][C:11]2[CH:16]=[CH:15][C:14]([CH3:17])=[CH:13][C:12]=2[C:18]([CH:20]2[CH2:24][CH2:23][CH2:22][CH2:21]2)=[O:19])=[O:9])=[N:4][CH:3]=1.[CH3:25][S-:26].[Na+]. No catalyst specified. The product is [CH:20]1([C:18]([C:12]2[CH:13]=[C:14]([CH3:17])[CH:15]=[CH:16][C:11]=2[NH:10][C:8]([NH:7][C:5]2[S:6][C:2]([S:26][CH3:25])=[CH:3][N:4]=2)=[O:9])=[O:19])[CH2:24][CH2:23][CH2:22][CH2:21]1. The yield is 0.250.